From a dataset of Forward reaction prediction with 1.9M reactions from USPTO patents (1976-2016). Predict the product of the given reaction. (1) Given the reactants [Br:1][C:2]1[CH:3]=[CH:4][C:5]([F:16])=[C:6]([C:8]23[CH2:15][O:14][CH2:13][CH:12]2[CH2:11][O:10][NH:9]3)[CH:7]=1, predict the reaction product. The product is: [NH2:9][C:8]1([C:6]2[CH:7]=[C:2]([Br:1])[CH:3]=[CH:4][C:5]=2[F:16])[CH2:15][O:14][CH2:13][CH:12]1[CH2:11][OH:10]. (2) The product is: [OH:8][C:9]1[CH:37]=[CH:36][CH:35]=[CH:34][C:10]=1[O:11][C:12]1[CH:13]=[C:14]([N:18]([CH2:27][C:28]2[CH:29]=[N:30][CH:31]=[CH:32][CH:33]=2)[S:19]([CH2:22][C:23]([F:25])([F:24])[F:26])(=[O:21])=[O:20])[CH:15]=[CH:16][CH:17]=1. Given the reactants C([O:8][C:9]1[CH:37]=[CH:36][CH:35]=[CH:34][C:10]=1[O:11][C:12]1[CH:13]=[C:14]([N:18]([CH2:27][C:28]2[CH:29]=[N:30][CH:31]=[CH:32][CH:33]=2)[S:19]([CH2:22][C:23]([F:26])([F:25])[F:24])(=[O:21])=[O:20])[CH:15]=[CH:16][CH:17]=1)C1C=CC=CC=1, predict the reaction product. (3) Given the reactants [F:1][C:2]1[CH:3]=[CH:4][C:5]2[N:9]=[C:8]([C@@H:10]([NH2:12])[CH3:11])[N:7]([C@H:13]3[CH2:16][C@@H:15]([O:17][CH3:18])[CH2:14]3)[C:6]=2[CH:19]=1.Cl[C:21]1[N:29]=[CH:28][N:27]=[C:26]2[C:22]=1[N:23]=[CH:24][N:25]2C1CCCCO1.CCN(C(C)C)C(C)C, predict the reaction product. The product is: [F:1][C:2]1[CH:3]=[CH:4][C:5]2[N:9]=[C:8]([C@@H:10]([NH:12][C:21]3[N:29]=[CH:28][N:27]=[C:26]4[C:22]=3[N:23]=[CH:24][NH:25]4)[CH3:11])[N:7]([CH:13]3[CH2:16][CH:15]([O:17][CH3:18])[CH2:14]3)[C:6]=2[CH:19]=1. (4) Given the reactants [CH2:1]([O:8][C:9]1[C:14](=[O:15])[N:13]=[C:12]([CH2:16][C:17]2[CH:22]=[CH:21][C:20]([Cl:23])=[CH:19][C:18]=2Br)[N:11]2[CH2:25][CH2:26][N:27]([CH:30]([CH3:32])[CH3:31])[C:28](=[O:29])[C:10]=12)[C:2]1[CH:7]=[CH:6][CH:5]=[CH:4][CH:3]=1.[N:33]1[CH:38]=[CH:37][C:36](B(O)O)=[CH:35][CH:34]=1.C(=O)([O-])[O-].[K+].[K+].C1(P(C2CCCCC2)C2C=CC=CC=2C2C(OC)=CC=CC=2OC)CCCCC1, predict the reaction product. The product is: [CH2:1]([O:8][C:9]1[C:14](=[O:15])[N:13]=[C:12]([CH2:16][C:17]2[CH:22]=[CH:21][C:20]([Cl:23])=[CH:19][C:18]=2[C:36]2[CH:37]=[CH:38][N:33]=[CH:34][CH:35]=2)[N:11]2[CH2:25][CH2:26][N:27]([CH:30]([CH3:32])[CH3:31])[C:28](=[O:29])[C:10]=12)[C:2]1[CH:7]=[CH:6][CH:5]=[CH:4][CH:3]=1. (5) Given the reactants O[C:2]1[C:3]2[CH:16]=[N:15][N:14]([CH2:17][C:18]3[CH:23]=[CH:22][C:21]([O:24][CH3:25])=[CH:20][CH:19]=3)[C:4]=2[C:5](=[O:13])[N:6]([CH3:12])[C:7]=1[C:8]([O:10][CH3:11])=[O:9].S(OS(C(F)(F)F)(=O)=O)(C(F)(F)F)(=O)=O.[O-]S(C(F)(F)F)(=O)=O.[CH3:49][C:50]1[CH:51]=[C:52](B(O)O)[CH:53]=[CH:54][C:55]=1[CH3:56].C(=O)([O-])[O-].[Na+].[Na+], predict the reaction product. The product is: [CH3:49][C:50]1[CH:51]=[C:52]([C:2]2[C:3]3[CH:16]=[N:15][N:14]([CH2:17][C:18]4[CH:23]=[CH:22][C:21]([O:24][CH3:25])=[CH:20][CH:19]=4)[C:4]=3[C:5](=[O:13])[N:6]([CH3:12])[C:7]=2[C:8]([O:10][CH3:11])=[O:9])[CH:53]=[CH:54][C:55]=1[CH3:56]. (6) Given the reactants [F:1][C:2]1[CH:37]=[CH:36][C:5]([CH2:6][NH:7][C:8]([C:10]2[N:11]=[C:12]3[C:17]4([CH2:21][CH2:20][N:19](C(OCC5C=CC=CC=5)=O)[CH2:18]4)[O:16][CH2:15][CH2:14][N:13]3[C:32](=[O:35])[C:33]=2[OH:34])=[O:9])=[CH:4][CH:3]=1.Br, predict the reaction product. The product is: [F:1][C:2]1[CH:37]=[CH:36][C:5]([CH2:6][NH:7][C:8]([C:10]2[N:11]=[C:12]3[C:17]4([CH2:21][CH2:20][NH:19][CH2:18]4)[O:16][CH2:15][CH2:14][N:13]3[C:32](=[O:35])[C:33]=2[OH:34])=[O:9])=[CH:4][CH:3]=1. (7) Given the reactants [S:1]1[CH:5]=[CH:4][CH:3]=[C:2]1[CH2:6][N:7]1[CH2:12][CH2:11][C:10](=O)[CH2:9][CH2:8]1.Cl.[NH2:15][OH:16], predict the reaction product. The product is: [S:1]1[CH:5]=[CH:4][CH:3]=[C:2]1[CH2:6][N:7]1[CH2:12][CH2:11][C:10](=[N:15][OH:16])[CH2:9][CH2:8]1. (8) Given the reactants [Br:1][C:2]1[CH:7]=[CH:6][CH:5]=[CH:4][C:3]=1[NH:8][NH2:9].[CH3:10][O:11][C:12]1[CH:17]=[CH:16][CH:15]=[CH:14][C:13]=1[C:18](=O)[CH2:19][CH:20]([C:26]1[CH:31]=[CH:30][CH:29]=[CH:28][N:27]=1)[C:21](OCC)=[O:22], predict the reaction product. The product is: [Br:1][C:2]1[CH:7]=[CH:6][CH:5]=[CH:4][C:3]=1[N:8]1[C:21](=[O:22])[C:20]([C:26]2[CH:31]=[CH:30][CH:29]=[CH:28][N:27]=2)=[CH:19][C:18]([C:13]2[CH:14]=[CH:15][CH:16]=[CH:17][C:12]=2[O:11][CH3:10])=[N:9]1. (9) Given the reactants C[O:2][C:3](=[O:16])[C:4]([C@H:7]1[CH2:12][CH2:11][C@@H:10]([N:13]([CH3:15])[CH3:14])[CH2:9][CH2:8]1)([CH3:6])[CH3:5].[OH-].[Na+], predict the reaction product. The product is: [CH3:15][N:13]([CH3:14])[C@@H:10]1[CH2:9][CH2:8][C@H:7]([C:4]([CH3:5])([CH3:6])[C:3]([OH:16])=[O:2])[CH2:12][CH2:11]1. (10) Given the reactants CCN(C(C)C)C(C)C.F[P-](F)(F)(F)(F)F.N1(OC(N(C)C)=[N+](C)C)C2N=CC=CC=2N=N1.Cl.[CH3:35][O:36][C:37](=[O:58])[C@@H:38]([CH2:40][C:41]1[CH:46]=[CH:45][C:44]([NH:47][C:48](=[O:57])[C:49]2[C:54]([Cl:55])=[CH:53][CH:52]=[CH:51][C:50]=2[Cl:56])=[CH:43][CH:42]=1)[NH2:39], predict the reaction product. The product is: [CH3:35][O:36][C:37](=[O:58])[C@@H:38]([CH2:40][C:41]1[CH:42]=[CH:43][C:44]([NH:47][C:48](=[O:57])[C:49]2[C:50]([Cl:56])=[CH:51][CH:52]=[CH:53][C:54]=2[Cl:55])=[CH:45][CH:46]=1)[NH2:39].